Task: Predict the reactants needed to synthesize the given product.. Dataset: Full USPTO retrosynthesis dataset with 1.9M reactions from patents (1976-2016) (1) Given the product [NH2:8][C:5]1[N:4]=[C:3]([NH:10][CH:11]2[CH2:16][CH2:15][CH2:14][N:13]([C:17](=[O:19])[CH:40]=[CH2:41])[CH2:12]2)[C:2]([C:28]2[CH:29]=[CH:30][C:25]([O:24][C:31]3[CH:36]=[CH:35][CH:34]=[CH:33][CH:32]=3)=[CH:26][CH:27]=2)=[CH:7][N:6]=1, predict the reactants needed to synthesize it. The reactants are: Br[C:2]1[C:3](Cl)=[N:4][C:5]([NH2:8])=[N:6][CH:7]=1.[NH2:10][CH:11]1[CH2:16][CH2:15][CH2:14][N:13]([C:17]([O:19]C(C)(C)C)=O)[CH2:12]1.[O:24]([C:31]1[CH:36]=[CH:35][C:34](B(O)O)=[CH:33][CH:32]=1)[C:25]1[CH:30]=[CH:29][CH:28]=[CH:27][CH:26]=1.[C:40](Cl)(=O)[CH:41]=C. (2) Given the product [CH3:1][C:2]([CH3:36])([CH2:5][C@@:6]1([C:30]2[CH:35]=[CH:34][CH:33]=[CH:32][CH:31]=2)[O:11][C:10](=[O:12])[N:9]([C@H:13]([C:15]2[CH:20]=[CH:19][C:18]([C:38]3[CH:39]=[CH:40][C:41](=[O:45])[N:42]([CH3:44])[N:43]=3)=[CH:17][CH:16]=2)[CH3:14])[CH2:8][CH2:7]1)[C:3]#[N:4].[Cl:37][C:38]1[CH:39]=[CH:40][C:41](=[O:45])[N:42]([CH3:44])[N:43]=1, predict the reactants needed to synthesize it. The reactants are: [CH3:1][C:2]([CH3:36])([CH2:5][C@@:6]1([C:30]2[CH:35]=[CH:34][CH:33]=[CH:32][CH:31]=2)[O:11][C:10](=[O:12])[N:9]([C@H:13]([C:15]2[CH:20]=[CH:19][C:18](B3OC(C)(C)C(C)(C)O3)=[CH:17][CH:16]=2)[CH3:14])[CH2:8][CH2:7]1)[C:3]#[N:4].[Cl:37][C:38]1[CH:39]=[CH:40][C:41](=[O:45])[N:42]([CH3:44])[N:43]=1.ClC1C=CC(=O)NN=1. (3) The reactants are: [Cl:1][C:2]1[CH:7]=[CH:6][C:5]([C:8]2([C:12]3[C:21]4[C:16](=[CH:17][CH:18]=[C:19]([O:22][CH2:23][CH2:24][NH2:25])[CH:20]=4)[C:15]([CH3:27])([CH3:26])[CH2:14][N:13]=3)[CH2:11][CH2:10][CH2:9]2)=[CH:4][CH:3]=1.C(N(CC)CC)C.[CH2:35]([N:37]([CH2:42][CH3:43])[S:38](Cl)(=[O:40])=[O:39])[CH3:36]. Given the product [Cl:1][C:2]1[CH:7]=[CH:6][C:5]([C:8]2([C:12]3[C:21]4[C:16](=[CH:17][CH:18]=[C:19]([O:22][CH2:23][CH2:24][NH:25][S:38](=[O:40])(=[O:39])[N:37]([CH2:42][CH3:43])[CH2:35][CH3:36])[CH:20]=4)[C:15]([CH3:27])([CH3:26])[CH2:14][N:13]=3)[CH2:11][CH2:10][CH2:9]2)=[CH:4][CH:3]=1, predict the reactants needed to synthesize it.